From a dataset of Full USPTO retrosynthesis dataset with 1.9M reactions from patents (1976-2016). Predict the reactants needed to synthesize the given product. (1) Given the product [CH2:11]([O:18][C:19]1[CH:36]=[CH:35][C:22]([C:23]([NH:25][C:26]2[CH:31]=[C:30]([CH:32]=[O:33])[CH:29]=[CH:28][C:27]=2[CH3:34])=[O:24])=[CH:21][CH:20]=1)[C:12]1[CH:13]=[CH:14][CH:15]=[CH:16][CH:17]=1, predict the reactants needed to synthesize it. The reactants are: C(Cl)(=O)C(Cl)=O.CS(C)=O.[CH2:11]([O:18][C:19]1[CH:36]=[CH:35][C:22]([C:23]([NH:25][C:26]2[CH:31]=[C:30]([CH2:32][OH:33])[CH:29]=[CH:28][C:27]=2[CH3:34])=[O:24])=[CH:21][CH:20]=1)[C:12]1[CH:17]=[CH:16][CH:15]=[CH:14][CH:13]=1.C([O-])(O)=O.[Na+]. (2) Given the product [NH2:25][C:26]1[N:12]([C:13]2[CH:14]=[CH:15][C:16]([CH2:19][CH2:20][C:21]#[N:22])=[CH:17][CH:18]=2)[C:11]2[C:10]3[CH:9]=[C:8]([Br:23])[C:7]([Cl:24])=[CH:6][C:5]=3[N:4]=[CH:3][C:2]=2[N:1]=1, predict the reactants needed to synthesize it. The reactants are: [NH2:1][C:2]1[CH:3]=[N:4][C:5]2[C:10]([C:11]=1[NH:12][C:13]1[CH:18]=[CH:17][C:16]([CH2:19][CH2:20][C:21]#[N:22])=[CH:15][CH:14]=1)=[CH:9][C:8]([Br:23])=[C:7]([Cl:24])[CH:6]=2.[N:25]#[C:26]Br. (3) Given the product [CH:1]([C:3]1[C:4]2[N:5]([CH:12]=[C:13]([CH2:14][C@@H:15]3[CH2:20][CH2:19][CH2:18][CH2:17][NH:16]3)[N:10]=2)[CH:6]=[C:7]([F:9])[CH:8]=1)=[CH2:2], predict the reactants needed to synthesize it. The reactants are: [CH:1]([C:3]1[C:4]([NH2:10])=[N:5][CH:6]=[C:7]([F:9])[CH:8]=1)=[CH2:2].Br[CH2:12][C:13](=O)[CH2:14][C@@H:15]1[CH2:20][CH2:19][CH2:18][CH2:17][N:16]1C(OC(C)(C)C)=O. (4) Given the product [CH:9]1([C:13](=[O:14])[CH2:2][C:1]#[N:3])[CH2:12][CH2:11][CH2:10]1, predict the reactants needed to synthesize it. The reactants are: [C:1](#[N:3])[CH3:2].[Li]CCCC.[CH:9]1([C:13](OC)=[O:14])[CH2:12][CH2:11][CH2:10]1. (5) The reactants are: [CH3:1][O:2][C:3]1[CH:4]=[C:5]2[C:10](=[CH:11][C:12]=1[O:13][CH3:14])[N:9]=[CH:8][CH:7]=[C:6]2[O:15][C:16]1[CH:21]=[CH:20][C:19]([NH2:22])=[CH:18][CH:17]=1.[N+:23]([C:26]1[CH:33]=[CH:32][CH:31]=[CH:30][C:27]=1[CH:28]=O)([O-:25])=[O:24].C(O[BH-](OC(=O)C)OC(=O)C)(=O)C.[Na+].C(=O)(O)[O-].[Na+]. Given the product [CH3:1][O:2][C:3]1[CH:4]=[C:5]2[C:10](=[CH:11][C:12]=1[O:13][CH3:14])[N:9]=[CH:8][CH:7]=[C:6]2[O:15][C:16]1[CH:17]=[CH:18][C:19](=[N:22][CH2:28][C:27]2[CH:30]=[CH:31][CH:32]=[CH:33][C:26]=2[N+:23]([O-:25])=[O:24])[CH2:20][CH:21]=1, predict the reactants needed to synthesize it. (6) Given the product [ClH:19].[CH3:4][C:5]1[CH:6]=[CH:7][C:8]([C:17]([NH2:20])=[NH:18])=[N:9][C:10]=1[C:11]1[CH:16]=[CH:15][CH:14]=[CH:13][CH:12]=1, predict the reactants needed to synthesize it. The reactants are: C[O-].[Na+].[CH3:4][C:5]1[CH:6]=[CH:7][C:8]([C:17]#[N:18])=[N:9][C:10]=1[C:11]1[CH:16]=[CH:15][CH:14]=[CH:13][CH:12]=1.[Cl-:19].[NH4+:20]. (7) Given the product [CH2:1]([O:3][C:4]1[CH:9]=[C:8]([CH2:10][C:11]2[CH:16]=[CH:15][CH:14]=[CH:13][N:12]=2)[CH:7]=[CH:6][C:5]=1[CH2:17][CH2:18][CH2:19][O:20][C:22]1[C:27]([O:28][CH3:29])=[CH:26][CH:25]=[CH:24][C:23]=1[CH2:30][C:31]([OH:33])=[O:32])[CH3:2], predict the reactants needed to synthesize it. The reactants are: [CH2:1]([O:3][C:4]1[CH:9]=[C:8]([CH2:10][C:11]2[CH:16]=[CH:15][CH:14]=[CH:13][N:12]=2)[CH:7]=[CH:6][C:5]=1[CH2:17][CH2:18][CH2:19][OH:20])[CH3:2].O[C:22]1[C:27]([O:28][CH3:29])=[CH:26][CH:25]=[CH:24][C:23]=1[CH2:30][C:31]([O:33]C)=[O:32].C(P(CCCC)CCCC)CCC.N(C(N1CCCCC1)=O)=NC(N1CCCCC1)=O.O1CCCC1CO.[OH-].[Na+].Cl. (8) Given the product [CH2:1]([N:8]1[CH:12]=[C:11]([C:13]([OH:15])=[O:14])[C:10]([O:18][CH2:19][C:20]2[CH:21]=[N:22][C:23]([O:26][CH2:27][C:28]3[N:29]=[C:30]([C:34]4[O:35][CH:36]=[CH:37][CH:38]=4)[O:31][C:32]=3[CH3:33])=[CH:24][CH:25]=2)=[N:9]1)[C:2]1[CH:7]=[CH:6][CH:5]=[CH:4][CH:3]=1, predict the reactants needed to synthesize it. The reactants are: [CH2:1]([N:8]1[CH:12]=[C:11]([C:13]([O:15]CC)=[O:14])[C:10]([O:18][CH2:19][C:20]2[CH:21]=[N:22][C:23]([O:26][CH2:27][C:28]3[N:29]=[C:30]([C:34]4[O:35][CH:36]=[CH:37][CH:38]=4)[O:31][C:32]=3[CH3:33])=[CH:24][CH:25]=2)=[N:9]1)[C:2]1[CH:7]=[CH:6][CH:5]=[CH:4][CH:3]=1.O1CCCC1.[OH-].[Na+].Cl. (9) Given the product [Br:15][C:10]1[CH:9]=[CH:8][C:7]2[N:6]([CH2:20][CH:19]([OH:21])[C:18]([O:23][CH3:24])=[O:22])[C:5]3[C:13]([C:12]=2[CH:11]=1)=[CH:14][C:2]([Br:1])=[CH:3][CH:4]=3, predict the reactants needed to synthesize it. The reactants are: [Br:1][C:2]1[CH:3]=[CH:4][C:5]2[NH:6][C:7]3[C:12]([C:13]=2[CH:14]=1)=[CH:11][C:10]([Br:15])=[CH:9][CH:8]=3.[H-].[Na+].[C:18]([O:23][CH3:24])(=[O:22])[CH:19]1[O:21][CH2:20]1.